From a dataset of Peptide-MHC class I binding affinity with 185,985 pairs from IEDB/IMGT. Regression. Given a peptide amino acid sequence and an MHC pseudo amino acid sequence, predict their binding affinity value. This is MHC class I binding data. (1) The peptide sequence is GKIKGKYSY. The MHC is HLA-A11:01 with pseudo-sequence HLA-A11:01. The binding affinity (normalized) is 0.0847. (2) The peptide sequence is ISGYNFSL. The MHC is H-2-Kb with pseudo-sequence H-2-Kb. The binding affinity (normalized) is 0.679. (3) The peptide sequence is SSRVDRYSKK. The MHC is HLA-A31:01 with pseudo-sequence HLA-A31:01. The binding affinity (normalized) is 0.378.